From a dataset of Forward reaction prediction with 1.9M reactions from USPTO patents (1976-2016). Predict the product of the given reaction. (1) Given the reactants Br[C:2]1[CH:7]=[CH:6][C:5]([O:8][CH3:9])=[C:4]([CH2:10][CH2:11][CH2:12][CH2:13][O:14][CH3:15])[CH:3]=1.C([Li])CCC.CN([CH:24]=[O:25])C.Cl, predict the reaction product. The product is: [CH3:9][O:8][C:5]1[CH:6]=[CH:7][C:2]([CH:24]=[O:25])=[CH:3][C:4]=1[CH2:10][CH2:11][CH2:12][CH2:13][O:14][CH3:15]. (2) Given the reactants [H-].[Na+].[Br:3][C:4]1[C:12]2[C:11]([Cl:13])=[N:10][CH:9]=[N:8][C:7]=2[NH:6][CH:5]=1.[CH3:14][C:15]1[CH:40]=[CH:39][C:18]([C:19]([O:21][C@H:22]2[CH2:26][C@@H:25](Cl)[O:24][C@@H:23]2[CH2:28][O:29][C:30](=[O:38])[C:31]2[CH:36]=[CH:35][C:34]([CH3:37])=[CH:33][CH:32]=2)=[O:20])=[CH:17][CH:16]=1, predict the reaction product. The product is: [CH3:14][C:15]1[CH:16]=[CH:17][C:18]([C:19]([O:21][C@H:22]2[CH2:26][C@@H:25]([N:6]3[C:7]4[N:8]=[CH:9][N:10]=[C:11]([Cl:13])[C:12]=4[C:4]([Br:3])=[CH:5]3)[O:24][C@@H:23]2[CH2:28][O:29][C:30](=[O:38])[C:31]2[CH:32]=[CH:33][C:34]([CH3:37])=[CH:35][CH:36]=2)=[O:20])=[CH:39][CH:40]=1.